Dataset: Forward reaction prediction with 1.9M reactions from USPTO patents (1976-2016). Task: Predict the product of the given reaction. (1) Given the reactants Br[C:2]1[CH:11]=[CH:10][C:9]2[C:4](=[CH:5][C:6]([Br:12])=[CH:7][CH:8]=2)[CH:3]=1.N#N.[N:15]1C=CC=C[CH:16]=1.Cl, predict the reaction product. The product is: [Br:12][C:6]1[CH:5]=[C:4]2[C:9]([CH:10]=[CH:11][C:2]([C:16]#[N:15])=[CH:3]2)=[CH:8][CH:7]=1. (2) Given the reactants [Cl:1][C:2]1[CH:7]=[CH:6][C:5]([C:8]2([CH2:35][CH3:36])[CH:12]([C:13]3[CH:18]=[CH:17][C:16]([Cl:19])=[CH:15][CH:14]=3)[N:11]([C:20](Cl)=[O:21])[C:10]([C:23]3[CH:28]=[CH:27][C:26]([O:29][CH3:30])=[CH:25][C:24]=3[O:31][CH:32]([CH3:34])[CH3:33])=[N:9]2)=[CH:4][CH:3]=1.[N:37]1([C:43](=[O:51])[CH2:44][N:45]2[CH2:50][CH2:49][NH:48][CH2:47][CH2:46]2)[CH2:42][CH2:41][O:40][CH2:39][CH2:38]1, predict the reaction product. The product is: [Cl:1][C:2]1[CH:7]=[CH:6][C:5]([C@@:8]2([CH2:35][CH3:36])[C@@H:12]([C:13]3[CH:14]=[CH:15][C:16]([Cl:19])=[CH:17][CH:18]=3)[N:11]([C:20]([N:48]3[CH2:49][CH2:50][N:45]([CH2:44][C:43]([N:37]4[CH2:38][CH2:39][O:40][CH2:41][CH2:42]4)=[O:51])[CH2:46][CH2:47]3)=[O:21])[C:10]([C:23]3[CH:28]=[CH:27][C:26]([O:29][CH3:30])=[CH:25][C:24]=3[O:31][CH:32]([CH3:34])[CH3:33])=[N:9]2)=[CH:4][CH:3]=1. (3) Given the reactants [NH2:1][C:2]1[CH:7]=[CH:6][CH:5]=[C:4]([F:8])[C:3]=1[OH:9].[N+]([C:13]1[CH:18]=CC=C[CH:14]=1)([O-])=O.S(=O)(=O)(O)O.OCC(CO)O, predict the reaction product. The product is: [F:8][C:4]1[C:3]([OH:9])=[C:2]2[C:7]([CH:14]=[CH:13][CH:18]=[N:1]2)=[CH:6][CH:5]=1. (4) The product is: [CH3:1][O:2][CH2:3][CH2:4][C:5]1[N:6]=[C:7]([CH2:11][OH:12])[CH:8]=[CH:9][CH:10]=1. Given the reactants [CH3:1][O:2][CH2:3][CH2:4][C:5]1[CH:10]=[CH:9][CH:8]=[C:7]([CH2:11][O:12]C(C2C=CC=CC=2)(C2C=CC=CC=2)C2C=CC=CC=2)[N:6]=1.O1CCOCC1, predict the reaction product. (5) Given the reactants [F:1][C:2]([F:57])([F:56])[C:3]1[CH:4]=[C:5]([C@H:13]2[O:17][C:16](=[O:18])[N:15]([CH2:19][C:20]3[CH:25]=[C:24]([C:26]([F:29])([F:28])[F:27])[CH:23]=[CH:22][C:21]=3[C:30]3[C:35]([O:36][CH3:37])=[CH:34][CH:33]=[C:32]([C:38]4[CH:39]=[CH:40][C:41]([C:45]([O:47]CC5C=CC=CC=5)=[O:46])=[N:42][C:43]=4[CH3:44])[CH:31]=3)[C@H:14]2[CH3:55])[CH:6]=[C:7]([C:9]([F:12])([F:11])[F:10])[CH:8]=1, predict the reaction product. The product is: [F:57][C:2]([F:1])([F:56])[C:3]1[CH:4]=[C:5]([C@H:13]2[O:17][C:16](=[O:18])[N:15]([CH2:19][C:20]3[CH:25]=[C:24]([C:26]([F:27])([F:28])[F:29])[CH:23]=[CH:22][C:21]=3[C:30]3[C:35]([O:36][CH3:37])=[CH:34][CH:33]=[C:32]([C:38]4[CH:39]=[CH:40][C:41]([C:45]([OH:47])=[O:46])=[N:42][C:43]=4[CH3:44])[CH:31]=3)[C@H:14]2[CH3:55])[CH:6]=[C:7]([C:9]([F:12])([F:11])[F:10])[CH:8]=1. (6) Given the reactants [Cl:1][C:2]1[CH:7]=[C:6]([Cl:8])[CH:5]=[CH:4][C:3]=1[C:9]1[C:17]2[C:13](=[C:14]([C:19]([C:21]3[N:22](COC)[N:23]=[CH:24][N:25]=3)=[O:20])[N:15]([CH3:18])[N:16]=2)[CH:12]=[CH:11][CH:10]=1.CO.Cl, predict the reaction product. The product is: [Cl:1][C:2]1[CH:7]=[C:6]([Cl:8])[CH:5]=[CH:4][C:3]=1[C:9]1[C:17]2[C:13](=[C:14]([C:19]([C:21]3[NH:22][N:23]=[CH:24][N:25]=3)=[O:20])[N:15]([CH3:18])[N:16]=2)[CH:12]=[CH:11][CH:10]=1.